Dataset: Full USPTO retrosynthesis dataset with 1.9M reactions from patents (1976-2016). Task: Predict the reactants needed to synthesize the given product. (1) Given the product [NH2:13][C:12]1[CH:11]=[CH:10][C:5]([C:6]([O:8][CH3:9])=[O:7])=[CH:4][C:3]=1[O:2][CH3:1], predict the reactants needed to synthesize it. The reactants are: [CH3:1][O:2][C:3]1[CH:4]=[C:5]([CH:10]=[CH:11][C:12]=1[N+:13]([O-])=O)[C:6]([O:8][CH3:9])=[O:7].[H][H]. (2) Given the product [C:27]1([CH2:26][CH2:25][CH2:24][CH2:23][N:1]2[CH2:2][CH2:3][C:4]3([O:11][C:10]4[C:12]5[C:17]([C:18](=[O:21])[C:19](=[O:20])[C:9]=4[S:8][CH2:7]3)=[CH:16][CH:15]=[CH:14][CH:13]=5)[CH2:5][CH2:6]2)[CH:32]=[CH:31][CH:30]=[CH:29][CH:28]=1, predict the reactants needed to synthesize it. The reactants are: [NH:1]1[CH2:6][CH2:5][C:4]2([O:11][C:10]3[C:12]4[C:17]([C:18](=[O:21])[C:19](=[O:20])[C:9]=3[S:8][CH2:7]2)=[CH:16][CH:15]=[CH:14][CH:13]=4)[CH2:3][CH2:2]1.Br[CH2:23][CH2:24][CH2:25][CH2:26][C:27]1[CH:32]=[CH:31][CH:30]=[CH:29][CH:28]=1. (3) Given the product [F:23][C:18]1[CH:17]=[C:16]([S:13]([NH:7][C:8]2[S:9][CH:10]=[CH:11][N:12]=2)(=[O:14])=[O:15])[CH:21]=[CH:20][C:19]=1[CH:38]([OH:39])[C:37]1[C:36]([C:30]2[CH:31]=[CH:32][CH:33]=[CH:34][CH:35]=2)=[N:43][CH:42]=[CH:41][CH:40]=1, predict the reactants needed to synthesize it. The reactants are: C(OC(=O)[N:7]([S:13]([C:16]1[CH:21]=[CH:20][C:19](F)=[C:18]([F:23])[CH:17]=1)(=[O:15])=[O:14])[C:8]1[S:9][CH:10]=[CH:11][N:12]=1)(C)(C)C.C([Li])CCC.[C:30]1([C:36]2[N:43]=[CH:42][CH:41]=[CH:40][C:37]=2[CH:38]=[O:39])[CH:35]=[CH:34][CH:33]=[CH:32][CH:31]=1.Cl. (4) Given the product [CH2:11]([O:18][N:19]([CH2:20][C:21]1([C:28]([OH:30])=[O:29])[CH2:27][CH2:26][CH2:25][CH2:24][CH2:23][CH2:22]1)[CH:1]=[O:2])[C:12]1[CH:17]=[CH:16][CH:15]=[CH:14][CH:13]=1, predict the reactants needed to synthesize it. The reactants are: [CH:1](O)=[O:2].C(OC(=O)C)(=O)C.[CH2:11]([O:18][NH:19][CH2:20][C:21]1([C:28]([OH:30])=[O:29])[CH2:27][CH2:26][CH2:25][CH2:24][CH2:23][CH2:22]1)[C:12]1[CH:17]=[CH:16][CH:15]=[CH:14][CH:13]=1.